Predict the product of the given reaction. From a dataset of Forward reaction prediction with 1.9M reactions from USPTO patents (1976-2016). (1) Given the reactants [C:1]1([C:31]2[CH:36]=[CH:35][CH:34]=[CH:33][CH:32]=2)[CH:6]=[CH:5][C:4]([S:7]([N:10]2[CH2:14][CH2:13][S:12][CH:11]2[C:15](N[C@H](C2C=CC=CC=2)C2C=CC=CN=2)=[O:16])(=[O:9])=[O:8])=[CH:3][CH:2]=1.C1(C2C=CC=CC=2)C=CC(S(N2CCSC2C(O)=O)(=O)=O)=CC=1.C(Cl)(=O)C([Cl:63])=O.CN(C=O)C, predict the reaction product. The product is: [C:1]1([C:31]2[CH:36]=[CH:35][CH:34]=[CH:33][CH:32]=2)[CH:6]=[CH:5][C:4]([S:7]([N:10]2[CH2:14][CH2:13][S:12][CH:11]2[C:15]([Cl:63])=[O:16])(=[O:9])=[O:8])=[CH:3][CH:2]=1. (2) Given the reactants [Cl:1][C:2]1[N:7]=[C:6]([NH2:8])[C:5]([N+:9]([O-:11])=[O:10])=[CH:4][CH:3]=1.S(=O)(=O)(O)O.O.[CH3:18][C:19]([CH3:30])([CH3:29])[C:20](O[C:20](=[O:21])[C:19]([CH3:30])([CH3:29])[CH3:18])=[O:21], predict the reaction product. The product is: [Cl:1][C:2]1[N:7]=[C:6]([NH:8][C:20](=[O:21])[C:19]([CH3:30])([CH3:29])[CH3:18])[C:5]([N+:9]([O-:11])=[O:10])=[CH:4][CH:3]=1.